From a dataset of Peptide-MHC class II binding affinity with 134,281 pairs from IEDB. Regression. Given a peptide amino acid sequence and an MHC pseudo amino acid sequence, predict their binding affinity value. This is MHC class II binding data. (1) The peptide sequence is KEVSNMLNIMNRRKR. The MHC is DRB1_1302 with pseudo-sequence DRB1_1302. The binding affinity (normalized) is 0.409. (2) The peptide sequence is GPPVEASAAALAGDA. The MHC is HLA-DQA10501-DQB10301 with pseudo-sequence HLA-DQA10501-DQB10301. The binding affinity (normalized) is 0.606. (3) The peptide sequence is YMPDVLEKLELLQRR. The MHC is DRB4_0103 with pseudo-sequence DRB4_0103. The binding affinity (normalized) is 0.619. (4) The peptide sequence is TYGDKWLDAKSTWYG. The MHC is HLA-DPA10201-DPB11401 with pseudo-sequence HLA-DPA10201-DPB11401. The binding affinity (normalized) is 0.0264. (5) The peptide sequence is AENNLQITEHKRLQLAN. The MHC is DRB1_1101 with pseudo-sequence DRB1_1101. The binding affinity (normalized) is 0.652. (6) The peptide sequence is LAKYKANWIEIMRIK. The MHC is DRB1_0701 with pseudo-sequence DRB1_0701. The binding affinity (normalized) is 0.552. (7) The peptide sequence is RRSIPVNEALAAAGL. The MHC is DRB1_1301 with pseudo-sequence DRB1_1301. The binding affinity (normalized) is 0.502.